From a dataset of Full USPTO retrosynthesis dataset with 1.9M reactions from patents (1976-2016). Predict the reactants needed to synthesize the given product. (1) Given the product [C:21]([O:25][C:26](=[O:49])[NH:27][CH2:28][C:29]1[CH:34]=[CH:33][CH:32]=[C:31]([CH2:35][NH:36][C:37]2[N:42]=[C:41]([NH:16][CH2:15][CH:9]3[CH2:8][CH2:7][CH:6]([N:1]4[CH2:2][CH2:3][CH2:4][CH2:5]4)[CH2:11][CH2:10]3)[C:40]([N+:46]([O-:48])=[O:47])=[CH:39][N:38]=2)[CH:30]=1)([CH3:23])([CH3:22])[CH3:24], predict the reactants needed to synthesize it. The reactants are: [N:1]1([CH:6]2[CH2:11][CH2:10][CH:9](NC)[CH2:8][CH2:7]2)[CH2:5][CH2:4][CH2:3][CH2:2]1.C[CH2:15][N:16](CC)CC.[C:21]([O:25][C:26](=[O:49])[NH:27][CH2:28][C:29]1[CH:34]=[CH:33][CH:32]=[C:31]([CH2:35][NH:36][C:37]2[N:42]=[C:41](SC#N)[C:40]([N+:46]([O-:48])=[O:47])=[CH:39][N:38]=2)[CH:30]=1)([CH3:24])([CH3:23])[CH3:22]. (2) Given the product [CH3:8][C:4]1[CH:5]=[CH:6][CH:7]=[C:2]([CH3:1])[C:3]=1[C:9]1[N:10]=[C:11]([N:29]2[CH2:30][C@@H:31]([CH3:43])[NH:32][CH2:33][C@@H:34]2[CH3:35])[C:12]2[CH2:18][N:17]([C:19]3[CH:24]=[C:23]([CH:25]([CH3:27])[CH3:26])[CH:22]=[CH:21][C:20]=3[CH3:28])[CH2:16][CH2:15][C:13]=2[N:14]=1.[C:44]([OH:50])([C:46]([F:49])([F:48])[F:47])=[O:45], predict the reactants needed to synthesize it. The reactants are: [CH3:1][C:2]1[CH:7]=[CH:6][CH:5]=[C:4]([CH3:8])[C:3]=1[C:9]1[N:10]=[C:11]([N:29]2[C@H:34]([CH3:35])[CH2:33][N:32](C(OC(C)(C)C)=O)[C@@H:31]([CH3:43])[CH2:30]2)[C:12]2[CH2:18][N:17]([C:19]3[CH:24]=[C:23]([CH:25]([CH3:27])[CH3:26])[CH:22]=[CH:21][C:20]=3[CH3:28])[CH2:16][CH2:15][C:13]=2[N:14]=1.[C:44]([OH:50])([C:46]([F:49])([F:48])[F:47])=[O:45]. (3) Given the product [CH2:1]([CH:3]([CH2:16][CH2:17][CH2:18][CH3:19])[CH2:4][O:5][C:6]1[CH:11]=[CH:10][C:9]([CH3:12])=[CH:8][C:7]=1[NH2:13])[CH3:2], predict the reactants needed to synthesize it. The reactants are: [CH2:1]([CH:3]([CH2:16][CH2:17][CH2:18][CH3:19])[CH2:4][O:5][C:6]1[CH:11]=[CH:10][C:9]([CH3:12])=[CH:8][C:7]=1[N+:13]([O-])=O)[CH3:2].[H][H]. (4) Given the product [Br:1][C:2]1[CH:7]=[CH:6][C:5]([O:8][CH2:10][C:11]([CH3:15])([CH3:14])[CH2:12][OH:13])=[CH:4][CH:3]=1, predict the reactants needed to synthesize it. The reactants are: [Br:1][C:2]1[CH:7]=[CH:6][C:5]([OH:8])=[CH:4][CH:3]=1.Br[CH2:10][C:11]([CH3:15])([CH3:14])[CH2:12][OH:13].C(=O)([O-])[O-].[K+].[K+]. (5) Given the product [N+:30]([C:21]1[CH:22]=[C:23]([C:26]([F:27])([F:28])[F:29])[CH:24]=[CH:25][C:20]=1[N:2]1[CH2:7][CH2:6][CH2:5][C@@H:4]([OH:8])[CH2:3]1)([O-:32])=[O:31], predict the reactants needed to synthesize it. The reactants are: Cl.[NH:2]1[CH2:7][CH2:6][CH2:5][C@@H:4]([OH:8])[CH2:3]1.C(=O)(O)[O-].[Na+].C1COCC1.F[C:20]1[CH:25]=[CH:24][C:23]([C:26]([F:29])([F:28])[F:27])=[CH:22][C:21]=1[N+:30]([O-:32])=[O:31]. (6) Given the product [CH2:22]([NH:21][C:19](=[O:20])[CH2:18][C:15]1[CH:16]=[C:17]2[C:12](=[CH:13][CH:14]=1)[O:11][C:10]([CH3:29])([CH3:30])[CH:9]([OH:31])[CH:8]2[NH:7][CH2:1][C:2]([CH3:6])([CH3:5])[CH3:3])[C:23]1[CH:24]=[CH:25][CH:26]=[CH:27][CH:28]=1, predict the reactants needed to synthesize it. The reactants are: [CH3:1][C:2]([CH3:6])([CH3:5])[CH:3]=O.[NH2:7][CH:8]1[C:17]2[C:12](=[CH:13][CH:14]=[C:15]([CH2:18][C:19]([NH:21][CH2:22][C:23]3[CH:28]=[CH:27][CH:26]=[CH:25][CH:24]=3)=[O:20])[CH:16]=2)[O:11][C:10]([CH3:30])([CH3:29])[CH:9]1[OH:31].[BH3-]C#N.[Na+].O. (7) Given the product [OH:1][C:2]1[CH:3]=[C:4]([CH:5]=[C:11]([C:12]([O:14][CH2:15][CH3:16])=[O:13])[C:10]([O:18][CH2:19][CH3:20])=[O:17])[CH:7]=[CH:8][CH:9]=1, predict the reactants needed to synthesize it. The reactants are: [OH:1][C:2]1[CH:3]=[C:4]([CH:7]=[CH:8][CH:9]=1)[CH:5]=O.[C:10]([O:18][CH2:19][CH3:20])(=[O:17])[CH2:11][C:12]([O:14][CH2:15][CH3:16])=[O:13].